Dataset: Forward reaction prediction with 1.9M reactions from USPTO patents (1976-2016). Task: Predict the product of the given reaction. (1) Given the reactants [NH2:1][C@@H:2]1[CH2:6][N:5]([C:7]2[C:11]([NH:12][C:13]([C:15]3[N:16]=[C:17]([C:20]4[CH:25]=[CH:24][N:23]=[C:22]([N:26]([CH2:34][C:35]([F:38])([F:37])[F:36])C(=O)OC(C)(C)C)[CH:21]=4)[O:18][CH:19]=3)=[O:14])=[CH:10][N:9]([CH3:39])[N:8]=2)[C:4](=[O:40])[CH2:3]1.[CH:41](=O)[CH3:42].CO.[C:46](O[BH-](OC(=O)C)OC(=O)C)(=O)[CH3:47].[Na+], predict the reaction product. The product is: [CH2:46]([N:1]([CH2:41][CH3:42])[C@@H:2]1[CH2:6][N:5]([C:7]2[C:11]([NH:12][C:13]([C:15]3[N:16]=[C:17]([C:20]4[CH:25]=[CH:24][N:23]=[C:22]([NH:26][CH2:34][C:35]([F:36])([F:37])[F:38])[CH:21]=4)[O:18][CH:19]=3)=[O:14])=[CH:10][N:9]([CH3:39])[N:8]=2)[C:4](=[O:40])[CH2:3]1)[CH3:47]. (2) Given the reactants [N+:1]([C:4]1[CH:14]=[CH:13][C:7]2[NH:8][C:9](=[O:12])[CH2:10][S:11][C:6]=2[CH:5]=1)([O-:3])=[O:2].[C:15](=O)([O-])[O-].[K+].[K+].IC.O, predict the reaction product. The product is: [CH3:15][N:8]1[C:7]2[CH:13]=[CH:14][C:4]([N+:1]([O-:3])=[O:2])=[CH:5][C:6]=2[S:11][CH2:10][C:9]1=[O:12]. (3) Given the reactants N1C=CC=CC=1.[C:7](Cl)(=[O:14])[C:8]1[CH:13]=[CH:12][CH:11]=[CH:10][CH:9]=1.[O:16]1[C:20]2[CH:21]=[CH:22][CH:23]=[CH:24][C:19]=2[CH:18]=[C:17]1[C:25]1[O:30][C:29](=[O:31])[C:28]([CH3:32])=[C:27]([OH:33])[C:26]=1[CH3:34].OS([O-])(=O)=O.[K+], predict the reaction product. The product is: [O:16]1[C:20]2[CH:21]=[CH:22][CH:23]=[CH:24][C:19]=2[CH:18]=[C:17]1[C:25]1[O:30][C:29](=[O:31])[C:28]([CH3:32])=[C:27]([O:33][C:7](=[O:14])[C:8]2[CH:13]=[CH:12][CH:11]=[CH:10][CH:9]=2)[C:26]=1[CH3:34]. (4) Given the reactants Br[CH2:2][C:3]1[CH:7]=C(C2OC=CC=2)N(C)N=1.[Li+].[CH3:15][Si:16]([N-][Si:16]([CH3:18])([CH3:17])[CH3:15])([CH3:18])[CH3:17].[N+:24]([C:27]1[C:28]([N:33]2[CH2:38][CH2:37][C:36](=O)[CH2:35][CH2:34]2)=[N:29][CH:30]=[CH:31][CH:32]=1)([O-:26])=[O:25], predict the reaction product. The product is: [N+:24]([C:27]1[C:28]([N:33]2[CH2:38][CH2:37][C:36](=[CH:2][C:3]#[C:7][Si:16]([CH3:18])([CH3:17])[CH3:15])[CH2:35][CH2:34]2)=[N:29][CH:30]=[CH:31][CH:32]=1)([O-:26])=[O:25]. (5) Given the reactants [C:1]([O:5][C:6]([N:8]1[CH2:13][CH2:12][CH:11]([CH2:14][CH:15]=[C:16](Br)Br)[CH2:10][CH2:9]1)=[O:7])([CH3:4])([CH3:3])[CH3:2].C([Li])CCC, predict the reaction product. The product is: [C:1]([O:5][C:6]([N:8]1[CH2:13][CH2:12][CH:11]([CH2:14][C:15]#[CH:16])[CH2:10][CH2:9]1)=[O:7])([CH3:4])([CH3:3])[CH3:2]. (6) Given the reactants [Cl:1][C:2]1[CH:7]=[CH:6][CH:5]=[C:4]([Cl:8])[C:3]=1[NH:9][C:10]([NH:12][C:13]1[S:14][C:15]([C:21]2[CH:26]=[CH:25][C:24]([F:27])=[CH:23][CH:22]=2)=[CH:16][C:17]=1[C:18](O)=[O:19])=[O:11].CN(C(ON1N=NC2C=CC=NC1=2)=[N+](C)C)C.F[P-](F)(F)(F)(F)F.CCN(C(C)C)C(C)C.Cl.[NH2:62][C@@H:63]([CH:68]1[CH2:73][CH2:72][CH2:71][CH2:70][CH2:69]1)[C:64]([O:66][CH3:67])=[O:65], predict the reaction product. The product is: [CH:68]1([C@H:63]([NH:62][C:18]([C:17]2[CH:16]=[C:15]([C:21]3[CH:22]=[CH:23][C:24]([F:27])=[CH:25][CH:26]=3)[S:14][C:13]=2[NH:12][C:10]([NH:9][C:3]2[C:2]([Cl:1])=[CH:7][CH:6]=[CH:5][C:4]=2[Cl:8])=[O:11])=[O:19])[C:64]([O:66][CH3:67])=[O:65])[CH2:73][CH2:72][CH2:71][CH2:70][CH2:69]1. (7) Given the reactants [CH2:1]([S:3]([C:6]1[CH:7]=[C:8]([C:12]2[CH:20]=[C:19]([CH2:21]O)[CH:18]=[C:17]3[C:13]=2[C:14]2[CH:26]=[C:25]([CH3:27])[CH:24]=[N:23][C:15]=2[NH:16]3)[CH:9]=[CH:10][CH:11]=1)(=[O:5])=[O:4])[CH3:2].[CH3:28][N:29]1[CH2:34][CH2:33][NH:32][CH2:31][CH2:30]1.C(S(C1C=C(C2C=C(CN(C)C)C=C3C=2C2C=C(C)C=NC=2N3)C=CC=1)(=O)=O)C, predict the reaction product. The product is: [CH2:1]([S:3]([C:6]1[CH:7]=[C:8]([C:12]2[CH:20]=[C:19]([CH2:21][N:32]3[CH2:33][CH2:34][N:29]([CH3:28])[CH2:30][CH2:31]3)[CH:18]=[C:17]3[C:13]=2[C:14]2[CH:26]=[C:25]([CH3:27])[CH:24]=[N:23][C:15]=2[NH:16]3)[CH:9]=[CH:10][CH:11]=1)(=[O:5])=[O:4])[CH3:2]. (8) Given the reactants [CH3:1][N:2]1[C:10]2[C:5](=[CH:6][CH:7]=[CH:8][CH:9]=2)[C:4]([C:11]([OH:13])=O)=[CH:3]1.[NH2:14][C:15]1[S:16][CH:17]=[CH:18][N:19]=1, predict the reaction product. The product is: [S:16]1[CH:17]=[CH:18][N:19]=[C:15]1[NH:14][C:11]([C:4]1[C:5]2[C:10](=[CH:9][CH:8]=[CH:7][CH:6]=2)[N:2]([CH3:1])[CH:3]=1)=[O:13]. (9) Given the reactants [CH2:1]([O:3][C:4]([CH:6]1[CH2:11][CH2:10][CH2:9][CH2:8][C:7]1=[O:12])=[O:5])[CH3:2].CCN(C(C)C)C(C)C.FC(F)(F)S(OS(C(F)(F)F)(=O)=O)(=O)=O, predict the reaction product. The product is: [CH2:1]([O:3][C:4]([C:6]1[CH2:11][CH2:10][CH2:9][CH2:8][C:7]=1[OH:12])=[O:5])[CH3:2]. (10) Given the reactants [Br:1][C:2]1[C:7](=[O:8])[N:6]([CH2:9][C:10]([NH:12][CH2:13][C:14]2[CH:19]=[CH:18][N:17]=[CH:16][CH:15]=2)=[O:11])[N:5]=[CH:4][C:3]=1[NH:20][CH:21]1[CH2:26][CH:25]2[CH2:27][CH:23]([C:24]2([CH3:29])[CH3:28])[CH:22]1[CH2:30]O.[CH2:32]([N:34](S(F)(F)F)[CH2:35]C)C.C(=O)([O-])O.[Na+], predict the reaction product. The product is: [Br:1][C:2]1[C:7](=[O:8])[N:6]([CH2:9][C:10]([NH:12][CH2:13][C:14]2[CH:19]=[CH:18][N:17]=[CH:16][CH:15]=2)=[O:11])[N:5]=[CH:4][C:3]=1[NH:20][CH:21]1[CH2:26][CH:25]2[CH2:27][CH:23]([C:24]2([CH3:29])[CH3:28])[CH:22]1[CH2:30][N:34]([CH3:35])[CH3:32].